From a dataset of Full USPTO retrosynthesis dataset with 1.9M reactions from patents (1976-2016). Predict the reactants needed to synthesize the given product. Given the product [N:10]1[N:11]=[N:12][N:7]2[C:2]=1[CH:3]=[CH:4][C:5]([C:8]#[N:9])=[N:6]2, predict the reactants needed to synthesize it. The reactants are: Cl[C:2]1[N:7]=[N:6][C:5]([C:8]#[N:9])=[CH:4][CH:3]=1.[N-:10]=[N+:11]=[N-:12].[Na+].CS(C)=O.